This data is from Reaction yield outcomes from USPTO patents with 853,638 reactions. The task is: Predict the reaction yield, written as a fraction of the theoretical maximum amount of product (1.0 means a 100% yield; for example, 0.34 means a 34% yield). The reactants are [Cl:1][C:2]1[N:7]=[C:6](Cl)[C:5]([F:9])=[CH:4][N:3]=1.[CH2:10]([O:14][C:15]1[CH:21]=[CH:20][C:18]([NH2:19])=[CH:17][CH:16]=1)[CH2:11][CH2:12][CH3:13].Cl.[OH-].[Na+]. The catalyst is CC(C)=O.O. The product is [Cl:1][C:2]1[N:7]=[C:6]([NH:19][C:18]2[CH:17]=[CH:16][C:15]([O:14][CH2:10][CH2:11][CH2:12][CH3:13])=[CH:21][CH:20]=2)[C:5]([F:9])=[CH:4][N:3]=1. The yield is 0.800.